From a dataset of Forward reaction prediction with 1.9M reactions from USPTO patents (1976-2016). Predict the product of the given reaction. (1) Given the reactants [Br:1][C:2]1[CH:3]=[C:4]([C:8]2[C:16]3[C:11](=[N:12][C:13]([Cl:17])=[N:14][CH:15]=3)[NH:10][N:9]=2)[CH:5]=[CH:6][CH:7]=1.CCN(CC)CC.[C:25](Cl)([C:38]1[CH:43]=[CH:42][CH:41]=[CH:40][CH:39]=1)([C:32]1[CH:37]=[CH:36][CH:35]=[CH:34][CH:33]=1)[C:26]1[CH:31]=[CH:30][CH:29]=[CH:28][CH:27]=1.O, predict the reaction product. The product is: [Br:1][C:2]1[CH:3]=[C:4]([C:8]2[C:16]3[C:11](=[N:12][C:13]([Cl:17])=[N:14][CH:15]=3)[N:10]([C:25]([C:26]3[CH:31]=[CH:30][CH:29]=[CH:28][CH:27]=3)([C:38]3[CH:39]=[CH:40][CH:41]=[CH:42][CH:43]=3)[C:32]3[CH:33]=[CH:34][CH:35]=[CH:36][CH:37]=3)[N:9]=2)[CH:5]=[CH:6][CH:7]=1. (2) Given the reactants C([O-])([O-])=O.[K+].[K+].C(P(C(C)(C)C)C1C(C)=C(C)C(C)=C(C)C=1C1C(C(C)C)=CC(C(C)C)=CC=1C(C)C)(C)(C)C.Cl[C:42]1[C:51]([CH3:52])=[C:50]([Cl:53])[C:49]2[C:44](=[CH:45][C:46]([F:54])=[CH:47][CH:48]=2)[N:43]=1.[C:55]1(=[O:61])[NH:60][CH2:59][CH2:58][CH2:57][CH2:56]1, predict the reaction product. The product is: [Cl:53][C:50]1[C:49]2[C:44](=[CH:45][C:46]([F:54])=[CH:47][CH:48]=2)[N:43]=[C:42]([N:60]2[CH2:59][CH2:58][CH2:57][CH2:56][C:55]2=[O:61])[C:51]=1[CH3:52]. (3) Given the reactants OC[C:3]1[CH:12]=[N:11][C:10]2[N:9]3[CH2:13][CH2:14][CH2:15][C@H:8]3[C:7](=[O:16])[NH:6][C:5]=2[CH:4]=1.Cl.Cl.FC1C=CC(N2CCNCC2)=C(C)C=1.[I-].C(C[P+](C)(C)C)#N.C(N(CC)C(C)C)(C)C, predict the reaction product. The product is: [N:11]1[C:10]2[N:9]3[CH2:13][CH2:14][CH2:15][CH:8]3[C:7](=[O:16])[NH:6][C:5]=2[CH:4]=[CH:3][CH:12]=1.